Task: Regression. Given a target protein amino acid sequence and a drug SMILES string, predict the binding affinity score between them. We predict pIC50 (pIC50 = -log10(IC50 in M); higher means more potent). Dataset: bindingdb_ic50.. Dataset: Drug-target binding data from BindingDB using IC50 measurements (1) The compound is COc1ccc(COC(=O)C2=C(C)N(C)C(=O)N(C)C2c2ccco2)cc1. The target protein (Q63008) has sequence MEGAEAGARATFGAWDYGVFATMLLVSTGIGLWVGLARGGQRSADDFFTGGRQLAAVPVGLSLAASFMSAVQVLGVPAEAARYGLKFLWMCAGQLLNSLLTAFLFLPIFYRLGLTSTYQYLELRFSRAVRLCGTLQYLVATMLYTGIVIYAPALILNQVTGLDIWASLLSTGIICTLYTTVGGMKAVVWTDVFQVVVMLVGFWVILARGVILLGGPRNVLSLAQNHSRINLMDFDPDPRSRYTFWTFIVGGTLVWLSMYGVNQAQVQRYVACHTEGKAKLALLVNQLGLFLIVASAACCGIVMFVYYKDCDPLLTGRISAPDQYMPLLVLDIFEDLPGVPGLFLACAYSGTLSTASTSINAMAAVTVEDLIKPRMPGLAPRKLVFISKGLSFIYGSACLTVAALSSLLGGGVLQGSFTVMGVISGPLLGAFTLGMLLPACNTPGVLSGLAAGLAVSLWVAVGATLYPPGEQTMGVLPTSAAGCTNDSVLLGPPGATNASN.... The pIC50 is 8.8. (2) The drug is CCN(CC)C(=O)[C@@H]1C[C@@H]2CCCC[C@@H]2N1C(=O)[C@@H]1C[C@@H]1c1ccccc1. The target protein (O70196) has sequence MLSFQYPDVYRDETSVQDYHGHKICDPYAWLEDPDSEQTKAFVEAQNKITVPFLEQCPIRGLYKERMTELYDYPKYSCHFKKGKRYFYFYNTGLQNQRVLYVQDSLEGEARVFLDPNTLSDDGTVALRGYAFSEDGEYFAYGLSASGSDWVTIKFMKVDGAKELPDVLERVKFTCMAWTHDGKGMFYNSYPQQDGKSDGTETSTNLHQKLCYHVLGTDQSEDVLCAEFPDEPKWMGGAELSDDGRYVLLSIWEGCDPVNRLWYCDLQQGSNGINGILKWVKLIDNFEGEYDYITNEGTVFTFKTNRNSPNYRLINIDFTDPDESKWKVLVPEHEKDVLEWVACVRSNFLVLCYLRNVKNILQLHDLTTGALLKTFPLDVGSVVGYSGRKKDSEIFYQFTSFLSPGVIYHCDLTREELEPRVFREVTVKGIDASDYQTIQVFYPSKDGTKIPMFIVHKKGIKLDGSHPAFLYGYGGFNISITPNYSVSRLIFVRHMGGVLA.... The pIC50 is 5.7. (3) The compound is O=C1C[C@@]2(C(=O)N1)C(=O)N(Cc1ccc(Br)cc1F)C(=O)c1ccc(F)cc12. The pIC50 is 4.6. The target protein (Q91WR5) has sequence MNSKCHCVILNDGNFIPVLGFGTALPLECPKSKAKELTKIAIDAGFHHFDSASVYNTEDHVGEAIRSKIADGTVRREDIFYTSKVWCTSLHPELVRASLERSLQKLQFDYVDLYLIHYPMALKPGEENFPVDEHGKLIFDRVDLCATWEAMEKCKDAGLTKSIGVSNFNYRQLEMILNKPGLKYKPVCNQVECHPYLNQMKLLDFCKSKDIVLVAYGVLGTQRYGGWVDQNSPVLLDEPVLGSMAKKYNRTPALIALRYQLQRGIVVLNTSLKEERIKENMQVFEFQLSSEDMKVLDGLNRNMRYIPAAIFKGHPNWPFLDEY. (4) The compound is O=C1Nc2ccc(-c3cc[nH]n3)cc2[C@](CNC(=O)c2ccc(F)cc2)(C(F)(F)F)O1. The target protein (Q9HB03) has sequence MVTAMNVSHEVNQLFQPYNFELSKDMRPFFEEYWATSFPIALIYLVLIAVGQNYMKERKGFNLQGPLILWSFCLAIFSILGAVRMWGIMGTVLLTGGLKQTVCFINFIDNSTVKFWSWVFLLSKVIELGDTAFIILRKRPLIFIHWYHHSTVLVYTSFGYKNKVPAGGWFVTMNFGVHAIMYTYYTLKAANVKPPKMLPMLITSLQILQMFVGAIVSILTYIWRQDQGCHTTMEHLFWSFILYMTYFILFAHFFCQTYIRPKVKAKTKSQ. The pIC50 is 6.9. (5) The drug is COC(=O)[C@@]1(C)CC[C@]2(C(=O)O)CC[C@]3(C)C(=CC[C@@H]4[C@@]5(C)C[C@H](O)[C@H](O[C@@H]6OC[C@@H](O)[C@H](O)[C@H]6O)[C@@](C)(CO)[C@@H]5CC[C@]43C)[C@@H]2C1. The target protein (P08004) has sequence MSDQNNRSRNEYHSNRKNEPSYELQNAHSGLFHSSNEELTNRNQRYTNQNASMGSFTPVQSLQFPEQSQQTNMLYNGDDGNNNTINDNERDIYGGFVNHHRQRPPPATAEYNDVFNTNSQQLPSEHQYNNVPSYPLPSINVIQTTPELIHNGSQTMATPIERPFFNENDYYYNNRNSRTSPSIASSSDGYADQEARPILEQPNNNMNSGNIPQYHDQPFGYNNGYHGLQAKDYYDDPEGGYIDQRGDDYQINSYLGRNGEMVDPYDYENSLRHMTPMERREYLHDDSRPVNDGKEELDSVKSGYSHRDLGEYDKDDFSRDDEYDDLNTIDKLQFQANGVPASSSVSSIGSKESDIIVSNDNLTANRALKRSGTEIRKFKLWNGNFVFDSPISKTLLDQYATTTENANTLPNEFKFMRYQAVTCEPNQLAEKNFTVRQLKYLTPRETELMLVVTMYNEDHILLGRTLKGIMDNVKYMVKKKNSSTWGPDAWKKIVVCIISD.... The pIC50 is 6.4.